Task: Regression. Given a peptide amino acid sequence and an MHC pseudo amino acid sequence, predict their binding affinity value. This is MHC class I binding data.. Dataset: Peptide-MHC class I binding affinity with 185,985 pairs from IEDB/IMGT (1) The peptide sequence is ELHNGFTGY. The MHC is HLA-B57:01 with pseudo-sequence HLA-B57:01. The binding affinity (normalized) is 0.0847. (2) The binding affinity (normalized) is 0.0847. The peptide sequence is WTALMFAAY. The MHC is HLA-A02:03 with pseudo-sequence HLA-A02:03. (3) The peptide sequence is SLVAIHLAC. The MHC is HLA-B27:03 with pseudo-sequence HLA-B27:03. The binding affinity (normalized) is 0.0847. (4) The peptide sequence is KEAVEDERF. The MHC is HLA-B44:02 with pseudo-sequence HLA-B44:02. The binding affinity (normalized) is 0.404. (5) The peptide sequence is ETDQMDTIY. The MHC is HLA-A03:01 with pseudo-sequence HLA-A03:01. The binding affinity (normalized) is 0.213.